From a dataset of Forward reaction prediction with 1.9M reactions from USPTO patents (1976-2016). Predict the product of the given reaction. (1) Given the reactants ClC1N=C(NNCC#C)N=C(NNCCC)N=1.[CH2:18]([NH2:21])[CH2:19][CH3:20].CN(C)[C:24]1[N:29]=[C:28]([NH:30][CH2:31][CH2:32][CH3:33])[N:27]=[C:26]([NH:34][CH2:35][C:36]#[CH:37])[N:25]=1, predict the reaction product. The product is: [CH2:18]([NH:21][C:24]1[N:25]=[C:26]([NH:34][CH2:35][CH2:36][CH3:37])[N:27]=[C:28]([NH:30][CH2:31][C:32]#[CH:33])[N:29]=1)[CH2:19][CH3:20]. (2) Given the reactants [NH2:1][C:2]1[CH:7]=[CH:6][C:5]([C:8]2[CH:13]=[CH:12][C:11]([C:14]([C@@H:16]3[CH2:20][CH2:19][CH2:18][C@H:17]3[C:21]([O:23]C)=[O:22])=[O:15])=[CH:10][CH:9]=2)=[CH:4][C:3]=1[F:25].[CH3:26][C:27]1[CH:39]=[CH:38][C:30]2[N:31]=[C:32](S(C)(=O)=O)[O:33][C:29]=2[CH:28]=1.[OH-].[Na+], predict the reaction product. The product is: [F:25][C:3]1[CH:4]=[C:5]([C:8]2[CH:9]=[CH:10][C:11]([C:14]([C@@H:16]3[CH2:20][CH2:19][CH2:18][C@H:17]3[C:21]([OH:23])=[O:22])=[O:15])=[CH:12][CH:13]=2)[CH:6]=[CH:7][C:2]=1[NH:1][C:32]1[O:33][C:29]2[CH:28]=[C:27]([CH3:26])[CH:39]=[CH:38][C:30]=2[N:31]=1.